This data is from Reaction yield outcomes from USPTO patents with 853,638 reactions. The task is: Predict the reaction yield, written as a fraction of the theoretical maximum amount of product (1.0 means a 100% yield; for example, 0.34 means a 34% yield). (1) The reactants are [OH:1][CH2:2][C@@H:3]1[NH:7][C:6](=[O:8])[CH2:5][CH2:4]1.CO[C:11](OC)([CH3:13])[CH3:12]. The catalyst is C12(CS(O)(=O)=O)C(C)(C)C(CC1)CC2=O. The product is [CH3:12][C:11]1([CH3:13])[N:7]2[C:6](=[O:8])[CH2:5][CH2:4][C@@H:3]2[CH2:2][O:1]1. The yield is 0.450. (2) The catalyst is O. The product is [Br:15][CH2:7][C:4]1[CH:5]=[CH:6][C:1]([C:9]2[CH:14]=[CH:13][CH:12]=[CH:11][CH:10]=2)=[CH:2][CH:3]=1. The yield is 0.985. The reactants are [C:1]1([C:9]2[CH:14]=[CH:13][CH:12]=[CH:11][CH:10]=2)[CH:6]=[CH:5][C:4]([CH2:7]O)=[CH:3][CH:2]=1.[BrH:15].